From a dataset of Catalyst prediction with 721,799 reactions and 888 catalyst types from USPTO. Predict which catalyst facilitates the given reaction. Product: [CH3:16][S:17]([O:7][CH2:6][CH:5]([NH:8][C:9]([O:10][C:11]([CH3:14])([CH3:13])[CH3:12])=[O:15])[CH2:4][O:3][CH2:1][CH3:2])(=[O:19])=[O:18]. Reactant: [CH2:1]([O:3][CH2:4][CH:5]([NH:8][C:9](=[O:15])[O:10][C:11]([CH3:14])([CH3:13])[CH3:12])[CH2:6][OH:7])[CH3:2].[CH3:16][S:17](Cl)(=[O:19])=[O:18]. The catalyst class is: 2.